This data is from Catalyst prediction with 721,799 reactions and 888 catalyst types from USPTO. The task is: Predict which catalyst facilitates the given reaction. (1) Reactant: [C:1]([O:5][C:6]([NH:8][C:9]1[CH:14]=[CH:13][C:12](B(O)O)=[CH:11][CH:10]=1)=[O:7])([CH3:4])([CH3:3])[CH3:2].[Br:18][C:19]1[CH:24]=[CH:23][C:22](Br)=[CH:21][CH:20]=1.C(=O)([O-])[O-].[K+].[K+]. Product: [C:1]([O:5][C:6](=[O:7])[NH:8][C:9]1[CH:14]=[CH:13][C:12]([C:22]2[CH:23]=[CH:24][C:19]([Br:18])=[CH:20][CH:21]=2)=[CH:11][CH:10]=1)([CH3:4])([CH3:3])[CH3:2]. The catalyst class is: 843. (2) Reactant: C(OC([N:8]1[CH2:13][CH2:12][N:11]([C:14](=[O:21])[C:15]2[CH:20]=[CH:19][CH:18]=[CH:17][CH:16]=2)[CH2:10][CH2:9]1)=O)(C)(C)C.C(O)(C(F)(F)F)=O. Product: [C:15]1([C:14]([N:11]2[CH2:10][CH2:9][NH:8][CH2:13][CH2:12]2)=[O:21])[CH:16]=[CH:17][CH:18]=[CH:19][CH:20]=1. The catalyst class is: 4. (3) Reactant: [F:1][CH2:2][CH:3]([O:6][C:7]1[CH:8]=[C:9]([CH:19]=[C:20]([OH:22])[CH:21]=1)[C:10]([NH:12][C:13]1[CH:17]=[CH:16][N:15]([CH3:18])[N:14]=1)=[O:11])[CH2:4][F:5].CC([Si](C)(C)[O:28][CH2:29][CH2:30][N:31]([CH3:43])[C:32](=[O:42])[C:33]1[CH:38]=[CH:37][C:36](F)=[C:35]([F:40])[C:34]=1F)(C)C.C(=O)([O-])[O-].[K+].[K+].O. Product: [F:5][CH2:4][CH:3]([O:6][C:7]1[CH:8]=[C:9]([CH:19]=[C:20]([O:22][C:36]2[CH:37]=[CH:38][C:33]3[C:32](=[O:42])[N:31]([CH3:43])[CH2:30][CH2:29][O:28][C:34]=3[C:35]=2[F:40])[CH:21]=1)[C:10]([NH:12][C:13]1[CH:17]=[CH:16][N:15]([CH3:18])[N:14]=1)=[O:11])[CH2:2][F:1]. The catalyst class is: 44. (4) Reactant: [OH:1][C:2]1[C:9]([O:10][CH3:11])=[CH:8][C:5]([CH:6]=[O:7])=[CH:4][C:3]=1[O:12][CH3:13].C([O-])([O-])=O.[Cs+].[Cs+].Br[CH2:21][CH3:22].O. Product: [CH2:21]([O:1][C:2]1[C:3]([O:12][CH3:13])=[CH:4][C:5]([CH:6]=[O:7])=[CH:8][C:9]=1[O:10][CH3:11])[CH3:22]. The catalyst class is: 3. (5) Reactant: [F:1][C:2]1[CH:3]=[C:4]([CH:8]([NH:14][C:15]2[CH:20]=[CH:19][CH:18]=[C:17]([F:21])[CH:16]=2)[C:9]([O:11]CC)=[O:10])[CH:5]=[CH:6][CH:7]=1.[Li+].[OH-].Cl. Product: [F:1][C:2]1[CH:3]=[C:4]([CH:8]([NH:14][C:15]2[CH:20]=[CH:19][CH:18]=[C:17]([F:21])[CH:16]=2)[C:9]([OH:11])=[O:10])[CH:5]=[CH:6][CH:7]=1. The catalyst class is: 20. (6) Reactant: [NH2:1][CH:2]([CH2:8][C:9]1[CH:14]=[CH:13][C:12]([OH:15])=[C:11]([OH:16])[CH:10]=1)[C:3]([O:5][CH2:6][CH3:7])=[O:4].C(N(C(C)C)CC)(C)C.[CH3:26][C:27]([O:30][C:31](O[C:31]([O:30][C:27]([CH3:29])([CH3:28])[CH3:26])=[O:32])=[O:32])([CH3:29])[CH3:28]. Product: [C:27]([O:30][C:31]([NH:1][CH:2]([CH2:8][C:9]1[CH:14]=[CH:13][C:12]([OH:15])=[C:11]([OH:16])[CH:10]=1)[C:3]([O:5][CH2:6][CH3:7])=[O:4])=[O:32])([CH3:29])([CH3:28])[CH3:26]. The catalyst class is: 2. (7) Reactant: [CH:1]1[C:2]([C:10]([O:12][CH3:13])=[O:11])=[CH:3][N:4]2[C:9]=1[CH:8]=[CH:7][CH:6]=[CH:5]2. Product: [CH:1]1[C:2]([C:10]([O:12][CH3:13])=[O:11])=[CH:3][N:4]2[C:9]=1[CH2:8][CH2:7][CH2:6][CH2:5]2. The catalyst class is: 43.